This data is from Reaction yield outcomes from USPTO patents with 853,638 reactions. The task is: Predict the reaction yield, written as a fraction of the theoretical maximum amount of product (1.0 means a 100% yield; for example, 0.34 means a 34% yield). (1) The reactants are Cl[C:2]1[C:7]2[NH:8][C:9]3[C:14]([C:6]=2[C:5]([C:16]2[CH:21]=[CH:20][CH:19]=[C:18]([S:22]([CH2:25][CH3:26])(=[O:24])=[O:23])[CH:17]=2)=[CH:4][N:3]=1)=[CH:13][C:12]([CH3:15])=[CH:11][N:10]=3.[CH3:27][N:28]([CH3:33])[CH2:29][CH2:30][CH2:31][NH2:32]. No catalyst specified. The product is [CH2:25]([S:22]([C:18]1[CH:17]=[C:16]([C:5]2[C:6]3[C:14]4[CH:13]=[C:12]([CH3:15])[CH:11]=[N:10][C:9]=4[NH:8][C:7]=3[C:2]([NH:32][CH2:31][CH2:30][CH2:29][N:28]([CH3:33])[CH3:27])=[N:3][CH:4]=2)[CH:21]=[CH:20][CH:19]=1)(=[O:24])=[O:23])[CH3:26]. The yield is 0.550. (2) The reactants are [CH2:1]([NH:8][CH2:9][CH2:10][OH:11])[C:2]1[CH:7]=[CH:6][CH:5]=[CH:4][CH:3]=1.[CH3:12][C@@H:13]1[CH2:15][O:14]1. No catalyst specified. The product is [CH2:1]([N:8]([CH2:9][CH2:10][OH:11])[CH2:15][C@H:13]([OH:14])[CH3:12])[C:2]1[CH:7]=[CH:6][CH:5]=[CH:4][CH:3]=1. The yield is 0.990. (3) The catalyst is [Cl-].C([P+](CCCC)(CCCC)CCCC)CCC. The yield is 0.730. The product is [Cl:11][Si:12]([Cl:14])([Cl:13])[CH:1]([C:3]1[CH:8]=[CH:7][CH:6]=[CH:5][C:4]=1[CH:9]([Si:12]([Cl:14])([Cl:13])[Cl:11])[CH2:10][Si:12]([Cl:14])([Cl:13])[Cl:11])[CH2:2][Si:12]([Cl:14])([Cl:13])[Cl:11].[Cl:11][Si:12]([Cl:14])([Cl:13])[CH2:2][CH2:1][C:3]1[CH:8]=[CH:7][CH:6]=[CH:5][C:4]=1[CH2:9][CH2:10][Si:12]([Cl:14])([Cl:13])[Cl:11]. The reactants are [CH:1]([C:3]1[CH:8]=[CH:7][CH:6]=[CH:5][C:4]=1[CH:9]=[CH2:10])=[CH2:2].[Cl:11][SiH:12]([Cl:14])[Cl:13]. (4) The reactants are [F:1][C:2]([F:27])([F:26])[CH2:3][N:4]1[C:8]2[N:9]=[C:10]([C:19]3[CH:25]=[CH:24][C:22]([NH2:23])=[CH:21][CH:20]=3)[N:11]=[C:12]([N:13]3[CH2:18][CH2:17][O:16][CH2:15][CH2:14]3)[C:7]=2[CH:6]=[CH:5]1.CCN(CC)CC.ClC(Cl)(O[C:39](=[O:45])OC(Cl)(Cl)Cl)Cl.[NH2:47][C:48]1[CH:53]=[CH:52][N:51]=[CH:50][CH:49]=1. The catalyst is C(Cl)(Cl)Cl.C1COCC1. The product is [F:27][C:2]([F:26])([F:1])[CH2:3][N:4]1[C:8]2[N:9]=[C:10]([C:19]3[CH:25]=[CH:24][C:22]([NH:23][C:39]([NH:47][C:48]4[CH:53]=[CH:52][N:51]=[CH:50][CH:49]=4)=[O:45])=[CH:21][CH:20]=3)[N:11]=[C:12]([N:13]3[CH2:18][CH2:17][O:16][CH2:15][CH2:14]3)[C:7]=2[CH:6]=[CH:5]1. The yield is 0.610. (5) The product is [N+:5]([C:8]1[CH:9]=[CH:10][C:11]2[CH2:17][CH2:16][CH2:15][CH2:14][N:13]([C:1](=[O:3])[CH3:2])[C:12]=2[CH:18]=1)([O-:7])=[O:6]. The yield is 0.800. The catalyst is C(Cl)Cl. The reactants are [C:1](Cl)(=[O:3])[CH3:2].[N+:5]([C:8]1[CH:9]=[CH:10][C:11]2[CH2:17][CH2:16][CH2:15][CH2:14][NH:13][C:12]=2[CH:18]=1)([O-:7])=[O:6].C([O-])(O)=O.[Na+]. (6) The reactants are [Cl:1][C:2]1[N:7]=[N:6][C:5]([C:8](OCC)=[O:9])=[C:4]([NH:13][C:14]2[CH:19]=[CH:18][C:17]([CH3:20])=[C:16]([CH3:21])[N:15]=2)[CH:3]=1.[NH3:22].CO. No catalyst specified. The product is [Cl:1][C:2]1[N:7]=[N:6][C:5]([C:8]([NH2:22])=[O:9])=[C:4]([NH:13][C:14]2[CH:19]=[CH:18][C:17]([CH3:20])=[C:16]([CH3:21])[N:15]=2)[CH:3]=1. The yield is 1.00. (7) The reactants are [F:1][C:2]([F:14])([O:6][C:7]1[CH:8]=[C:9]([CH3:13])[CH:10]=[CH:11][CH:12]=1)[CH:3]([F:5])[F:4].[Br:15]N1C(=O)CCC1=O. The catalyst is C(Cl)(Cl)(Cl)Cl.N(C(C)(C)C#N)=NC(C)(C)C#N. The product is [F:1][C:2]([F:14])([O:6][C:7]1[CH:8]=[C:9]([CH2:13][Br:15])[CH:10]=[CH:11][CH:12]=1)[CH:3]([F:4])[F:5]. The yield is 0.960.